From a dataset of Forward reaction prediction with 1.9M reactions from USPTO patents (1976-2016). Predict the product of the given reaction. (1) Given the reactants [Cl:1][C:2]1[CH:18]=[CH:17][C:5]([CH2:6][NH:7][C:8]([NH:10][N:11]([CH2:13][C:14]([OH:16])=O)[CH3:12])=[O:9])=[CH:4][CH:3]=1.[NH2:19][C@H:20]([C:29]([N:31]([C@@H:43]([CH3:51])[CH:44]([O:48][CH2:49][CH3:50])[O:45][CH2:46][CH3:47])[CH2:32][C:33]1[C:42]2[C:37](=[CH:38][CH:39]=[CH:40][CH:41]=2)[CH:36]=[CH:35][CH:34]=1)=[O:30])[CH2:21][C:22]([O:24][C:25]([CH3:28])([CH3:27])[CH3:26])=[O:23], predict the reaction product. The product is: [Cl:1][C:2]1[CH:3]=[CH:4][C:5]([CH2:6][NH:7][C:8]([NH:10][N:11]([CH2:13][C:14]([NH:19][C@H:20]([C:29]([N:31]([C@@H:43]([CH3:51])[CH:44]([O:48][CH2:49][CH3:50])[O:45][CH2:46][CH3:47])[CH2:32][C:33]2[C:42]3[C:37](=[CH:38][CH:39]=[CH:40][CH:41]=3)[CH:36]=[CH:35][CH:34]=2)=[O:30])[CH2:21][C:22]([O:24][C:25]([CH3:28])([CH3:26])[CH3:27])=[O:23])=[O:16])[CH3:12])=[O:9])=[CH:17][CH:18]=1. (2) Given the reactants O[C:2]1([CH3:14])[O:6][C:5](=[O:7])[CH:4]=[C:3]1[C:8]1[CH:13]=[CH:12][CH:11]=[CH:10][CH:9]=1.[NH2:15][C:16]1[CH:21]=[CH:20][CH:19]=[CH:18][CH:17]=1, predict the reaction product. The product is: [C:16]1([NH:15][C:2]2([CH3:14])[O:6][C:5](=[O:7])[CH:4]=[C:3]2[C:8]2[CH:13]=[CH:12][CH:11]=[CH:10][CH:9]=2)[CH:21]=[CH:20][CH:19]=[CH:18][CH:17]=1. (3) Given the reactants BrBr.[O:3]=[C:4]1[C:12]2[C:7](=[CH:8][CH:9]=[CH:10][CH:11]=2)[C:6](=[O:13])[N:5]1[CH2:14][CH2:15][CH:16]=O.[NH2:18][C:19]([NH2:21])=[S:20], predict the reaction product. The product is: [NH2:21][C:19]1[S:20][C:15]([CH2:14][N:5]2[C:4](=[O:3])[C:12]3[C:7](=[CH:8][CH:9]=[CH:10][CH:11]=3)[C:6]2=[O:13])=[CH:16][N:18]=1. (4) Given the reactants [C:1]([O:5][C:6]([N:8]1[CH2:13][C@H:12]([CH:14](Cl)[C:15]2[S:16][CH:17]=[CH:18][N:19]=2)[N:11]([CH2:21][C:22]([N:24]2[C:32]3[CH:31]=[C:30]([C:33]([F:38])([F:37])[CH2:34][CH2:35][CH3:36])[N:29]=[CH:28][C:27]=3[C:26]([CH3:40])([CH3:39])[CH2:25]2)=[O:23])[CH2:10][C@H:9]1[CH3:41])=[O:7])([CH3:4])([CH3:3])[CH3:2].C(N(CC)CC)C, predict the reaction product. The product is: [C:1]([O:5][C:6]([N:8]1[CH2:13][C@H:12]([CH2:14][C:15]2[S:16][CH:17]=[CH:18][N:19]=2)[N:11]([CH2:21][C:22]([N:24]2[C:32]3[CH:31]=[C:30]([C:33]([F:37])([F:38])[CH2:34][CH2:35][CH3:36])[N:29]=[CH:28][C:27]=3[C:26]([CH3:39])([CH3:40])[CH2:25]2)=[O:23])[CH2:10][C@H:9]1[CH3:41])=[O:7])([CH3:4])([CH3:2])[CH3:3].